This data is from NCI-60 drug combinations with 297,098 pairs across 59 cell lines. The task is: Regression. Given two drug SMILES strings and cell line genomic features, predict the synergy score measuring deviation from expected non-interaction effect. (1) Drug 1: C1=NC2=C(N1)C(=S)N=CN2. Drug 2: CC1C(C(CC(O1)OC2CC(CC3=C2C(=C4C(=C3O)C(=O)C5=CC=CC=C5C4=O)O)(C(=O)C)O)N)O. Cell line: MCF7. Synergy scores: CSS=45.4, Synergy_ZIP=-7.54, Synergy_Bliss=-6.66, Synergy_Loewe=-0.978, Synergy_HSA=-0.0480. (2) Drug 1: C1CC(=O)NC(=O)C1N2CC3=C(C2=O)C=CC=C3N. Drug 2: CC1=C(C(=O)C2=C(C1=O)N3CC4C(C3(C2COC(=O)N)OC)N4)N. Cell line: COLO 205. Synergy scores: CSS=19.5, Synergy_ZIP=2.32, Synergy_Bliss=-1.36, Synergy_Loewe=-19.8, Synergy_HSA=0.311.